Task: Predict the reactants needed to synthesize the given product.. Dataset: Full USPTO retrosynthesis dataset with 1.9M reactions from patents (1976-2016) Given the product [F:1][C:2]1[CH:3]=[C:4]2[C:8](=[CH:9][CH:10]=1)[NH:7][C:6](=[O:11])[C:5]2=[C:38]1[C:33]2[C:34](=[N:35][C:30]([CH2:29][N:7]3[CH2:8][CH2:45][CH:46]([OH:41])[CH2:5][CH2:6]3)=[CH:31][CH:32]=2)[CH2:36][O:37]1, predict the reactants needed to synthesize it. The reactants are: [F:1][C:2]1[CH:3]=[C:4]2[C:8](=[CH:9][CH:10]=1)[NH:7][C:6](=[O:11])[CH2:5]2.C[Si]([N-][Si](C)(C)C)(C)C.[Li+].OC1CNC([CH2:29][C:30]2[N:35]=[C:34]3[CH2:36][O:37][C:38](=O)[C:33]3=[CH:32][CH:31]=2)CC1.Cl.[O:41]1[CH2:46][CH2:45]OCC1.